Dataset: Reaction yield outcomes from USPTO patents with 853,638 reactions. Task: Predict the reaction yield, written as a fraction of the theoretical maximum amount of product (1.0 means a 100% yield; for example, 0.34 means a 34% yield). The reactants are [Br:1][C:2]1[CH:3]=[C:4]([N:9]2[C:13](=[O:14])[O:12][N:11]=[C:10]2[C:15]2[C:16]([NH:20][C:21](=[O:26])[C:22]([F:25])([F:24])[F:23])=[N:17][O:18][N:19]=2)[CH:5]=[CH:6][C:7]=1[F:8].[CH2:27]([OH:34])[C:28]1[CH:33]=[CH:32][CH:31]=[N:30][CH:29]=1.C1(P(C2C=CC=CC=2)C2C=CC=CC=2)C=CC=CC=1.N(C(OC(C)C)=O)=NC(OC(C)C)=O. The catalyst is O1CCCC1. The product is [F:23][C:22]([F:25])([F:24])[C:21]([OH:26])=[O:34].[Br:1][C:2]1[CH:3]=[C:4]([N:9]2[C:13](=[O:14])[O:12][N:11]=[C:10]2[C:15]2[C:16]([NH:20][CH2:27][C:28]3[CH:29]=[N:30][CH:31]=[CH:32][CH:33]=3)=[N:17][O:18][N:19]=2)[CH:5]=[CH:6][C:7]=1[F:8]. The yield is 0.0600.